This data is from Catalyst prediction with 721,799 reactions and 888 catalyst types from USPTO. The task is: Predict which catalyst facilitates the given reaction. (1) Reactant: Br[C:2]1[CH:3]=[CH:4][C:5]([O:8][CH:9]2[CH2:14][CH2:13][N:12]([CH3:15])[CH2:11][CH2:10]2)=[N:6][CH:7]=1.[Li]CCCC.C(O[B:25]1[O:29][C:28]([CH3:31])([CH3:30])[C:27]([CH3:33])([CH3:32])[O:26]1)(C)C.[NH4+].[Cl-]. Product: [CH3:15][N:12]1[CH2:13][CH2:14][CH:9]([O:8][C:5]2[CH:4]=[CH:3][C:2]([B:25]3[O:29][C:28]([CH3:31])([CH3:30])[C:27]([CH3:33])([CH3:32])[O:26]3)=[CH:7][N:6]=2)[CH2:10][CH2:11]1. The catalyst class is: 1. (2) Reactant: [Br:1][C:2]1[C:11]2[C:6](=[CH:7][C:8]([S:12](Cl)(=[O:14])=[O:13])=[CH:9][CH:10]=2)[C:5](=[O:16])[N:4]([CH3:17])[CH:3]=1.[CH3:18][O:19][C:20]1[CH:32]=[CH:31][C:23]([CH2:24][NH:25][C:26]2[CH:30]=[CH:29][O:28][N:27]=2)=[CH:22][CH:21]=1.[Li+].C[Si]([N-][Si](C)(C)C)(C)C. Product: [Br:1][C:2]1[C:11]2[C:6](=[CH:7][C:8]([S:12]([N:25]([C:26]3[CH:30]=[CH:29][O:28][N:27]=3)[CH2:24][C:23]3[CH:22]=[CH:21][C:20]([O:19][CH3:18])=[CH:32][CH:31]=3)(=[O:14])=[O:13])=[CH:9][CH:10]=2)[C:5](=[O:16])[N:4]([CH3:17])[CH:3]=1. The catalyst class is: 1.